Dataset: Reaction yield outcomes from USPTO patents with 853,638 reactions. Task: Predict the reaction yield, written as a fraction of the theoretical maximum amount of product (1.0 means a 100% yield; for example, 0.34 means a 34% yield). The reactants are [Br:1]C1C=C2C(C=C(C(O)=O)N2)=CC=1.[Br:14][CH2:15][C:16]1[CH:17]=[C:18]([CH:23]=[CH:24][CH:25]=1)[C:19]([O:21][CH3:22])=[O:20]. The catalyst is C1COCC1.CCOC(C)=O. The product is [Br:1][C:25]1[CH:24]=[CH:23][C:18]([C:19]([O:21][CH3:22])=[O:20])=[CH:17][C:16]=1[CH2:15][Br:14]. The yield is 0.770.